Dataset: Experimentally validated miRNA-target interactions with 360,000+ pairs, plus equal number of negative samples. Task: Binary Classification. Given a miRNA mature sequence and a target amino acid sequence, predict their likelihood of interaction. The miRNA is hsa-miR-6887-5p with sequence UGGGGGGACAGAUGGAGAGGACA. The protein sequence of the target gene is MKTVKEKKECQRLRKSAKTRRVTQRKPSSGPVCWLCLREPGDPEKLGEFLQKDNISVHYFCLILSSKLPQRGQSNRGFHGFLPEDIKKEAARASRKICFVCKKKGAAINCQKDQCLRNFHLPCGQERGCLSQFFGEYKSFCDKHRPTQNIQHGHVGEESCILCCEDLSQQSVENIQSPCCSQAIYHRKCIQKYAHTSAKHFFKCPQCNNRKEFPQEMLRMGIHIPDRDAAWELEPGAFSDLYQRYQHCDAPICLYEQGRDSFEDEGRWCLILCATCGSHGTHRDCSSLRSNSKKWECEEC.... Result: 1 (interaction).